Dataset: Peptide-MHC class I binding affinity with 185,985 pairs from IEDB/IMGT. Task: Regression. Given a peptide amino acid sequence and an MHC pseudo amino acid sequence, predict their binding affinity value. This is MHC class I binding data. The peptide sequence is IATLYCVHQR. The MHC is HLA-B08:03 with pseudo-sequence HLA-B08:03. The binding affinity (normalized) is 0.0847.